Dataset: NCI-60 drug combinations with 297,098 pairs across 59 cell lines. Task: Regression. Given two drug SMILES strings and cell line genomic features, predict the synergy score measuring deviation from expected non-interaction effect. (1) Drug 1: C1=CC(=C2C(=C1NCCNCCO)C(=O)C3=C(C=CC(=C3C2=O)O)O)NCCNCCO. Drug 2: CC1=C(N=C(N=C1N)C(CC(=O)N)NCC(C(=O)N)N)C(=O)NC(C(C2=CN=CN2)OC3C(C(C(C(O3)CO)O)O)OC4C(C(C(C(O4)CO)O)OC(=O)N)O)C(=O)NC(C)C(C(C)C(=O)NC(C(C)O)C(=O)NCCC5=NC(=CS5)C6=NC(=CS6)C(=O)NCCC[S+](C)C)O. Cell line: U251. Synergy scores: CSS=54.9, Synergy_ZIP=3.42, Synergy_Bliss=3.44, Synergy_Loewe=-5.75, Synergy_HSA=4.90. (2) Drug 1: CN(CC1=CN=C2C(=N1)C(=NC(=N2)N)N)C3=CC=C(C=C3)C(=O)NC(CCC(=O)O)C(=O)O. Drug 2: CCN(CC)CCCC(C)NC1=C2C=C(C=CC2=NC3=C1C=CC(=C3)Cl)OC. Cell line: ACHN. Synergy scores: CSS=65.0, Synergy_ZIP=-0.341, Synergy_Bliss=-1.20, Synergy_Loewe=-11.0, Synergy_HSA=-0.393. (3) Drug 1: CC1=C(C=C(C=C1)NC(=O)C2=CC=C(C=C2)CN3CCN(CC3)C)NC4=NC=CC(=N4)C5=CN=CC=C5. Drug 2: CCC1(CC2CC(C3=C(CCN(C2)C1)C4=CC=CC=C4N3)(C5=C(C=C6C(=C5)C78CCN9C7C(C=CC9)(C(C(C8N6C)(C(=O)OC)O)OC(=O)C)CC)OC)C(=O)OC)O.OS(=O)(=O)O. Cell line: LOX IMVI. Synergy scores: CSS=-5.15, Synergy_ZIP=6.72, Synergy_Bliss=9.60, Synergy_Loewe=1.85, Synergy_HSA=0.372. (4) Drug 1: CC1=C(C=C(C=C1)C(=O)NC2=CC(=CC(=C2)C(F)(F)F)N3C=C(N=C3)C)NC4=NC=CC(=N4)C5=CN=CC=C5. Drug 2: C1CN(P(=O)(OC1)NCCCl)CCCl. Cell line: MCF7. Synergy scores: CSS=-5.62, Synergy_ZIP=0.510, Synergy_Bliss=-3.97, Synergy_Loewe=-5.58, Synergy_HSA=-6.15. (5) Drug 1: CC1=C(C=C(C=C1)NC2=NC=CC(=N2)N(C)C3=CC4=NN(C(=C4C=C3)C)C)S(=O)(=O)N.Cl. Drug 2: C(CC(=O)O)C(=O)CN.Cl. Cell line: IGROV1. Synergy scores: CSS=10.6, Synergy_ZIP=-2.25, Synergy_Bliss=0.633, Synergy_Loewe=-0.0989, Synergy_HSA=0.165.